From a dataset of Catalyst prediction with 721,799 reactions and 888 catalyst types from USPTO. Predict which catalyst facilitates the given reaction. (1) Reactant: [Br:1][C:2]1[N:7]=[C:6]([C:8](=O)[CH3:9])[C:5]([OH:11])=[CH:4][CH:3]=1.Br[CH2:13][C:14]([CH:16]1[CH2:21][CH2:20][CH2:19][CH2:18][CH2:17]1)=[O:15].C(=O)([O-])[O-].[K+].[K+].[Cl-].[NH4+]. Product: [Br:1][C:2]1[N:7]=[C:6]2[C:8]([CH3:9])=[C:13]([C:14]([CH:16]3[CH2:21][CH2:20][CH2:19][CH2:18][CH2:17]3)=[O:15])[O:11][C:5]2=[CH:4][CH:3]=1. The catalyst class is: 9. (2) Reactant: Cl.[NH:2]1[CH2:7][CH2:6][CH:5]([CH2:8][CH2:9][CH2:10][CH2:11][OH:12])[CH2:4][CH2:3]1.[C:13](O[C:13]([O:15][C:16]([CH3:19])([CH3:18])[CH3:17])=[O:14])([O:15][C:16]([CH3:19])([CH3:18])[CH3:17])=[O:14]. Product: [C:16]([O:15][C:13]([N:2]1[CH2:7][CH2:6][CH:5]([CH2:8][CH2:9][CH2:10][CH2:11][OH:12])[CH2:4][CH2:3]1)=[O:14])([CH3:19])([CH3:18])[CH3:17]. The catalyst class is: 90. (3) Reactant: [I:1][C:2]1[CH:3]=[C:4]2[C:8](=[CH:9][CH:10]=1)[NH:7][C:6](=[O:11])[C:5]2=[O:12].C1CCN2C(=NCCC2)CC1.Br[CH2:25][CH2:26][CH2:27][C:28]([O:30][CH3:31])=[O:29]. Product: [I:1][C:2]1[CH:3]=[C:4]2[C:8](=[CH:9][CH:10]=1)[N:7]([CH2:25][CH2:26][CH2:27][C:28]([O:30][CH3:31])=[O:29])[C:6](=[O:11])[C:5]2=[O:12]. The catalyst class is: 1. (4) Reactant: Br[CH2:2][CH2:3][CH:4]1[O:8][CH2:7][CH2:6][O:5]1.[Cl:9][C:10]1[CH:29]=[CH:28][C:13]([NH:14][C:15]2[C:24]3[C:19](=[CH:20][C:21]([OH:27])=[C:22]([O:25][CH3:26])[CH:23]=3)[N:18]=[CH:17][N:16]=2)=[C:12]([F:30])[CH:11]=1.C(=O)([O-])[O-].[K+].[K+]. Product: [Cl:9][C:10]1[CH:29]=[CH:28][C:13]([NH:14][C:15]2[C:24]3[C:19](=[CH:20][C:21]([O:27][CH2:2][CH2:3][CH:4]4[O:8][CH2:7][CH2:6][O:5]4)=[C:22]([O:25][CH3:26])[CH:23]=3)[N:18]=[CH:17][N:16]=2)=[C:12]([F:30])[CH:11]=1. The catalyst class is: 3. (5) Reactant: [C:1]([O:5][C:6]([NH:8][CH:9]([CH2:13][C:14]1[S:15][CH:16]=[CH:17][C:18]=1[F:19])[C:10]([OH:12])=O)=[O:7])([CH3:4])([CH3:3])[CH3:2].CN(C(ON1N=NC2C=CC=NC1=2)=[N+](C)C)C.F[P-](F)(F)(F)(F)F.N1C(C)=CC=CC=1C.[Cl-].[CH3:53][O:54][C:55]([C@@:57]1([NH3+:66])[CH2:59][C@@H:58]1[C:60]1[CH:65]=[CH:64][CH:63]=[CH:62][CH:61]=1)=[O:56]. Product: [C:1]([O:5][C:6]([NH:8][CH:9]([CH2:13][C:14]1[S:15][CH:16]=[CH:17][C:18]=1[F:19])[C:10]([NH:66][C@:57]1([C:55]([O:54][CH3:53])=[O:56])[CH2:59][C@@H:58]1[C:60]1[CH:65]=[CH:64][CH:63]=[CH:62][CH:61]=1)=[O:12])=[O:7])([CH3:2])([CH3:3])[CH3:4]. The catalyst class is: 861. (6) Reactant: [CH3:1][O:2][C@@H:3]1[C@@H:7]([O:8][CH3:9])[CH2:6][N:5](C(OC(C)(C)C)=O)[CH2:4]1. Product: [CH3:1][O:2][C@@H:3]1[C@@H:7]([O:8][CH3:9])[CH2:6][NH:5][CH2:4]1. The catalyst class is: 33. (7) Reactant: [Cl:1][C:2]1[N:12]=[CH:11][C:10]2[O:9][CH2:8][CH2:7][N:6]3[CH:13]=[C:14](I)[N:15]=[C:5]3[C:4]=2[CH:3]=1.C[Si](C)(C)N[Si](C)(C)C.C[N:27](C)[CH:28]=[O:29]. Product: [Cl:1][C:2]1[N:12]=[CH:11][C:10]2[O:9][CH2:8][CH2:7][N:6]3[CH:13]=[C:14]([C:28]([NH2:27])=[O:29])[N:15]=[C:5]3[C:4]=2[CH:3]=1. The catalyst class is: 235. (8) The catalyst class is: 6. Product: [CH3:18][C:17](=[CH:32][C:31]1[CH:34]=[CH:35][C:28]([CH3:27])=[CH:29][CH:30]=1)[C:15]([O:14][CH2:13][CH3:12])=[O:16]. Reactant: CN(C)C=O.CC(C)([O-])C.[Na+].[CH3:12][CH2:13][O:14][C:15]([CH:17](P(OCC)(OCC)=O)[CH3:18])=[O:16].[CH3:27][C:28]1[CH:35]=[CH:34][C:31]([CH:32]=O)=[CH:30][CH:29]=1. (9) Product: [Cl:21][C:22]1[N:26]2[CH:27]=[C:28]([CH2:35][CH:36]([CH3:37])[CH3:38])[CH:29]=[C:30]([C:31]([F:33])([F:32])[F:34])[C:25]2=[N:24][C:23]=1[C:39]([N:11]1[CH2:12][CH2:13][C@@H:14]([N:15]2[CH2:19][CH2:18][O:17][C:16]2=[O:20])[C@H:9]([OH:8])[CH2:10]1)=[O:40]. Reactant: OC(C(F)(F)F)=O.[OH:8][C@H:9]1[C@H:14]([N:15]2[CH2:19][CH2:18][O:17][C:16]2=[O:20])[CH2:13][CH2:12][NH:11][CH2:10]1.[Cl:21][C:22]1[N:26]2[CH:27]=[C:28]([CH2:35][CH:36]([CH3:38])[CH3:37])[CH:29]=[C:30]([C:31]([F:34])([F:33])[F:32])[C:25]2=[N:24][C:23]=1[C:39](O)=[O:40].CCN(C(C)C)C(C)C.CN(C(ON1N=NC2C=CC=NC1=2)=[N+](C)C)C.F[P-](F)(F)(F)(F)F. The catalyst class is: 31.